Dataset: Forward reaction prediction with 1.9M reactions from USPTO patents (1976-2016). Task: Predict the product of the given reaction. (1) Given the reactants [CH3:1][C:2]1[N:7]=[CH:6][C:5]([OH:8])=[CH:4][CH:3]=1.[H-].[Na+].CS(O[CH2:16][CH:17]1[CH2:22][C:21]([CH3:36])([S:23]([C:26]2[CH:31]=[CH:30][CH:29]=[C:28]([C:32]([F:35])([F:34])[F:33])[CH:27]=2)(=[O:25])=[O:24])[CH2:20][CH2:19][O:18]1)(=O)=O, predict the reaction product. The product is: [CH3:1][C:2]1[CH:3]=[CH:4][C:5]([O:8][CH2:16][CH:17]2[CH2:22][C:21]([CH3:36])([S:23]([C:26]3[CH:31]=[CH:30][CH:29]=[C:28]([C:32]([F:35])([F:33])[F:34])[CH:27]=3)(=[O:25])=[O:24])[CH2:20][CH2:19][O:18]2)=[CH:6][N:7]=1. (2) Given the reactants CN(C=O)C.[CH:6]1([NH:12][C:13]2[CH:22]=[C:21]3[C:16]([C:17](=[O:38])[N:18]([NH:27][C:28](=[O:37])[O:29][CH2:30][C:31]4[CH:36]=[CH:35][CH:34]=[CH:33][CH:32]=4)[C:19](=[O:26])[N:20]3[CH:23]([CH3:25])[CH3:24])=[CH:15][C:14]=2[F:39])[CH2:11][CH2:10][CH2:9][CH2:8][CH2:7]1.C(=O)([O-])[O-].[K+].[K+].Br[CH2:47][CH2:48][CH2:49][CH2:50][C:51]([O:53][CH2:54][CH3:55])=[O:52], predict the reaction product. The product is: [CH2:30]([O:29][C:28]([N:27]([N:18]1[C:17](=[O:38])[C:16]2[C:21](=[CH:22][C:13]([NH:12][CH:6]3[CH2:11][CH2:10][CH2:9][CH2:8][CH2:7]3)=[C:14]([F:39])[CH:15]=2)[N:20]([CH:23]([CH3:25])[CH3:24])[C:19]1=[O:26])[CH2:47][CH2:48][CH2:49][CH2:50][C:51]([O:53][CH2:54][CH3:55])=[O:52])=[O:37])[C:31]1[CH:32]=[CH:33][CH:34]=[CH:35][CH:36]=1. (3) Given the reactants [NH2:1][CH2:2][C@H:3]1[N:8]([C:9]([C:11]2[N:12]=[C:13]([CH3:23])[S:14][C:15]=2[C:16]2[CH:17]=[C:18]([CH3:22])[CH:19]=[CH:20][CH:21]=2)=[O:10])[CH2:7][C@H:6]2[C@@H:4]1[CH2:5]2.[Cl:24][C:25]1[CH:33]=[C:32]([Cl:34])[CH:31]=[CH:30][C:26]=1[C:27](O)=[O:28], predict the reaction product. The product is: [Cl:24][C:25]1[CH:33]=[C:32]([Cl:34])[CH:31]=[CH:30][C:26]=1[C:27]([NH:1][CH2:2][C@H:3]1[N:8]([C:9]([C:11]2[N:12]=[C:13]([CH3:23])[S:14][C:15]=2[C:16]2[CH:17]=[C:18]([CH3:22])[CH:19]=[CH:20][CH:21]=2)=[O:10])[CH2:7][C@H:6]2[C@@H:4]1[CH2:5]2)=[O:28]. (4) Given the reactants CC(OC([N:8](C(OC(C)(C)C)=O)[N:9]([C:17]1[C:22]([F:23])=[C:21]([NH:24][CH2:25][C:26]2[N:27]=[CH:28][S:29][CH:30]=2)[N:20]=[C:19]([Cl:31])[N:18]=1)C(OC(C)(C)C)=O)=O)(C)C, predict the reaction product. The product is: [Cl:31][C:19]1[NH:20][C:21]([NH:24][CH2:25][C:26]2[N:27]=[CH:28][S:29][CH:30]=2)=[C:22]([F:23])[C:17](=[N:9][NH2:8])[N:18]=1. (5) The product is: [F:1][C:2]1[C:7]([O:8][CH3:9])=[CH:6][C:5]([O:10][CH3:11])=[C:4]([F:12])[C:3]=1[N:13]1[CH2:18][C:17]2[CH:19]=[N:20][C:21]([C:23]3[C:24]([CH3:28])=[N:25][N:26]([CH2:39][C:40]([N:42]4[CH2:47][CH2:46][O:45][CH2:44][CH2:43]4)=[O:41])[CH:27]=3)=[CH:22][C:16]=2[N:15]([CH2:29][CH3:30])[C:14]1=[O:31]. Given the reactants [F:1][C:2]1[C:7]([O:8][CH3:9])=[CH:6][C:5]([O:10][CH3:11])=[C:4]([F:12])[C:3]=1[N:13]1[CH2:18][C:17]2[CH:19]=[N:20][C:21]([C:23]3[C:24]([CH3:28])=[N:25][NH:26][CH:27]=3)=[CH:22][C:16]=2[N:15]([CH2:29][CH3:30])[C:14]1=[O:31].C(=O)([O-])[O-].[Cs+].[Cs+].Cl[CH2:39][C:40]([N:42]1[CH2:47][CH2:46][O:45][CH2:44][CH2:43]1)=[O:41], predict the reaction product.